This data is from Forward reaction prediction with 1.9M reactions from USPTO patents (1976-2016). The task is: Predict the product of the given reaction. (1) Given the reactants [CH:1]([O:4][C:5]1[N:10]=[C:9]([CH2:11][C:12](OCC)=[O:13])[C:8]([N+:17]([O-])=O)=[CH:7][CH:6]=1)([CH3:3])[CH3:2], predict the reaction product. The product is: [CH:1]([O:4][C:5]1[N:10]=[C:9]2[CH2:11][C:12](=[O:13])[NH:17][C:8]2=[CH:7][CH:6]=1)([CH3:3])[CH3:2]. (2) Given the reactants [CH3:1][O:2][C:3](=[O:22])[C:4]1[CH:9]=[CH:8][C:7]([C:10]2[CH:15]=[CH:14][C:13]([C:16]([F:19])([F:18])[F:17])=[CH:12][CH:11]=2)=[N:6][C:5]=1[CH2:20]Br.[CH3:23][O-:24].[Na+], predict the reaction product. The product is: [CH3:1][O:2][C:3](=[O:22])[C:4]1[CH:9]=[CH:8][C:7]([C:10]2[CH:15]=[CH:14][C:13]([C:16]([F:19])([F:18])[F:17])=[CH:12][CH:11]=2)=[N:6][C:5]=1[CH2:20][O:24][CH3:23]. (3) Given the reactants [F:1][C:2]1[CH:7]=[CH:6][C:5]([N:8]2[C:16]3[C:11](=[CH:12][CH:13]=[CH:14][CH:15]=3)[C:10](O[C@H](C3C=CC=CC=3)[C@@H](N)C)=[N:9]2)=[CH:4][CH:3]=1.C([N:30]([CH2:33][CH3:34])CC)C.[CH3:35][C:36]1[C:40]([S:41](Cl)(=[O:43])=[O:42])=[C:39]([CH3:45])[O:38][N:37]=1.[OH2:46], predict the reaction product. The product is: [F:1][C:2]1[CH:3]=[CH:4][C:5]([N:8]2[C:16]3[C:11](=[CH:12][C:13]([O:46][C@H:10]([C:11]4[CH:16]=[CH:15][CH:14]=[CH:13][CH:12]=4)[C@@H:33]([NH:30][S:41]([C:40]4[C:36]([CH3:35])=[N:37][O:38][C:39]=4[CH3:45])(=[O:43])=[O:42])[CH3:34])=[CH:14][CH:15]=3)[CH:10]=[N:9]2)=[CH:6][CH:7]=1.